From a dataset of NCI-60 drug combinations with 297,098 pairs across 59 cell lines. Regression. Given two drug SMILES strings and cell line genomic features, predict the synergy score measuring deviation from expected non-interaction effect. (1) Drug 1: CC1=CC2C(CCC3(C2CCC3(C(=O)C)OC(=O)C)C)C4(C1=CC(=O)CC4)C. Drug 2: CCC(=C(C1=CC=CC=C1)C2=CC=C(C=C2)OCCN(C)C)C3=CC=CC=C3.C(C(=O)O)C(CC(=O)O)(C(=O)O)O. Cell line: BT-549. Synergy scores: CSS=-3.71, Synergy_ZIP=1.13, Synergy_Bliss=-0.828, Synergy_Loewe=-3.90, Synergy_HSA=-3.21. (2) Drug 1: CNC(=O)C1=CC=CC=C1SC2=CC3=C(C=C2)C(=NN3)C=CC4=CC=CC=N4. Drug 2: C(CN)CNCCSP(=O)(O)O. Cell line: HL-60(TB). Synergy scores: CSS=7.98, Synergy_ZIP=-3.41, Synergy_Bliss=-5.64, Synergy_Loewe=-13.8, Synergy_HSA=-5.74.